This data is from Forward reaction prediction with 1.9M reactions from USPTO patents (1976-2016). The task is: Predict the product of the given reaction. Given the reactants [S:1]1[CH:5]=[CH:4][C:3]2[C:6](=O)[CH2:7][CH2:8][C:2]1=2.[Cl:10][C:11]1[CH:16]=[CH:15][CH:14]=[CH:13][C:12]=1[N:17]=[C:18]=S.C[Si](C)(C)[Si](C)(C)C.[Li].O.[NH2:30][NH2:31], predict the reaction product. The product is: [Cl:10][C:11]1[CH:16]=[CH:15][CH:14]=[CH:13][C:12]=1[NH:17][C:18]1[C:7]2[CH2:8][C:2]3[S:1][CH:5]=[CH:4][C:3]=3[C:6]=2[NH:31][N:30]=1.